This data is from NCI-60 drug combinations with 297,098 pairs across 59 cell lines. The task is: Regression. Given two drug SMILES strings and cell line genomic features, predict the synergy score measuring deviation from expected non-interaction effect. (1) Drug 1: CC12CCC(CC1=CCC3C2CCC4(C3CC=C4C5=CN=CC=C5)C)O. Drug 2: C1C(C(OC1N2C=NC3=C(N=C(N=C32)Cl)N)CO)O. Cell line: U251. Synergy scores: CSS=7.87, Synergy_ZIP=-2.34, Synergy_Bliss=-1.32, Synergy_Loewe=-1.26, Synergy_HSA=-1.37. (2) Drug 1: C1CC(C1)(C(=O)O)C(=O)O.[NH2-].[NH2-].[Pt+2]. Drug 2: CC12CCC3C(C1CCC2OP(=O)(O)O)CCC4=C3C=CC(=C4)OC(=O)N(CCCl)CCCl.[Na+]. Cell line: PC-3. Synergy scores: CSS=3.21, Synergy_ZIP=-2.83, Synergy_Bliss=0.0503, Synergy_Loewe=-2.92, Synergy_HSA=-0.946. (3) Drug 1: CC1C(C(=O)NC(C(=O)N2CCCC2C(=O)N(CC(=O)N(C(C(=O)O1)C(C)C)C)C)C(C)C)NC(=O)C3=C4C(=C(C=C3)C)OC5=C(C(=O)C(=C(C5=N4)C(=O)NC6C(OC(=O)C(N(C(=O)CN(C(=O)C7CCCN7C(=O)C(NC6=O)C(C)C)C)C)C(C)C)C)N)C. Drug 2: CCCCC(=O)OCC(=O)C1(CC(C2=C(C1)C(=C3C(=C2O)C(=O)C4=C(C3=O)C=CC=C4OC)O)OC5CC(C(C(O5)C)O)NC(=O)C(F)(F)F)O. Cell line: NCI-H522. Synergy scores: CSS=65.5, Synergy_ZIP=11.0, Synergy_Bliss=9.56, Synergy_Loewe=8.33, Synergy_HSA=9.36. (4) Drug 1: CC1=CC2C(CCC3(C2CCC3(C(=O)C)OC(=O)C)C)C4(C1=CC(=O)CC4)C. Drug 2: CC(C)(C#N)C1=CC(=CC(=C1)CN2C=NC=N2)C(C)(C)C#N. Cell line: SR. Synergy scores: CSS=4.07, Synergy_ZIP=-1.19, Synergy_Bliss=-2.09, Synergy_Loewe=-3.58, Synergy_HSA=-2.26. (5) Drug 1: C1=CC(=CC=C1CCCC(=O)O)N(CCCl)CCCl. Drug 2: C(CC(=O)O)C(=O)CN.Cl. Cell line: SNB-75. Synergy scores: CSS=4.13, Synergy_ZIP=-9.10, Synergy_Bliss=-10.3, Synergy_Loewe=-11.6, Synergy_HSA=-9.13.